Dataset: Forward reaction prediction with 1.9M reactions from USPTO patents (1976-2016). Task: Predict the product of the given reaction. Given the reactants Cl[C:2]([O:4][C:5]1[CH:10]=[CH:9][CH:8]=[CH:7][CH:6]=1)=[O:3].[Cl:11][C:12]1[N:17]=[C:16]([O:18][C:19]2[C:28]3[C:23](=[CH:24][CH:25]=[CH:26][CH:27]=3)[C:22]([NH2:29])=[CH:21][CH:20]=2)[CH:15]=[CH:14][N:13]=1.C(=O)(O)[O-].[Na+], predict the reaction product. The product is: [Cl:11][C:12]1[N:17]=[C:16]([O:18][C:19]2[C:28]3[C:23](=[CH:24][CH:25]=[CH:26][CH:27]=3)[C:22]([NH:29][C:2](=[O:3])[O:4][C:5]3[CH:10]=[CH:9][CH:8]=[CH:7][CH:6]=3)=[CH:21][CH:20]=2)[CH:15]=[CH:14][N:13]=1.